This data is from Reaction yield outcomes from USPTO patents with 853,638 reactions. The task is: Predict the reaction yield, written as a fraction of the theoretical maximum amount of product (1.0 means a 100% yield; for example, 0.34 means a 34% yield). (1) The reactants are [Br:1][C:2]1[CH:9]=[CH:8][C:5]([CH:6]=O)=[C:4]([Cl:10])[CH:3]=1.Cl.[CH3:12][O:13][C:14](=[O:17])[CH2:15][NH2:16].C(N(CC)CC)C.[BH4-].[Na+]. The catalyst is C(O)C. The product is [Br:1][C:2]1[CH:9]=[CH:8][C:5]([CH2:6][NH:16][CH2:15][C:14]([O:13][CH3:12])=[O:17])=[C:4]([Cl:10])[CH:3]=1. The yield is 0.310. (2) The reactants are [CH3:1][C:2]1[C:22](C)=[CH:21][CH:20]=[CH:19][C:3]=1[CH2:4][NH:5][C:6]1[C:7]2[N:8]([C:12]([CH:16](O)[CH3:17])=[C:13]([CH3:15])[N:14]=2)[CH:9]=[CH:10][CH:11]=1.[C:24]1(C)C=CC(S(O)(=O)=O)=CC=1.O. The catalyst is C1C=CC=CC=1. The product is [CH3:1][C:2]1[CH:22]=[CH:21][CH:20]=[C:19]([CH3:24])[C:3]=1[CH2:4][NH:5][C:6]1[C:7]2[N:8]([C:12]([CH:16]=[CH2:17])=[C:13]([CH3:15])[N:14]=2)[CH:9]=[CH:10][CH:11]=1. The yield is 0.330. (3) The reactants are [Cl:1][C:2]1[C:3]([F:39])=[C:4]([CH:8]2[C:12]([C:15]3[CH:20]=[CH:19][C:18]([Cl:21])=[CH:17][C:16]=3[F:22])([C:13]#[N:14])[CH:11]([CH2:23][C:24]([CH3:35])([CH3:34])[CH2:25][C:26]3[CH:31]=[CH:30][C:29]([O:32][CH3:33])=[CH:28][CH:27]=3)[NH:10][CH:9]2[C:36](O)=[O:37])[CH:5]=[CH:6][CH:7]=1.CC1(C)[O:45][C@@H:44]([CH2:46][CH2:47][NH2:48])[CH2:43][O:42]1.CN(C(ON1N=NC2C=CC=NC1=2)=[N+](C)C)C.F[P-](F)(F)(F)(F)F.CCN(C(C)C)C(C)C.Cl. The catalyst is C(Cl)Cl.O1CCCC1. The product is [OH:45][C@H:44]([CH2:43][OH:42])[CH2:46][CH2:47][NH:48][C:36]([CH:9]1[CH:8]([C:4]2[CH:5]=[CH:6][CH:7]=[C:2]([Cl:1])[C:3]=2[F:39])[C:12]([C:15]2[CH:20]=[CH:19][C:18]([Cl:21])=[CH:17][C:16]=2[F:22])([C:13]#[N:14])[CH:11]([CH2:23][C:24]([CH3:35])([CH3:34])[CH2:25][C:26]2[CH:31]=[CH:30][C:29]([O:32][CH3:33])=[CH:28][CH:27]=2)[NH:10]1)=[O:37]. The yield is 0.290.